The task is: Predict the product of the given reaction.. This data is from Forward reaction prediction with 1.9M reactions from USPTO patents (1976-2016). (1) Given the reactants C1C=CC(P(C2C(C3C(P(C4C=CC=CC=4)C4C=CC=CC=4)=CC=C4C=3C=CC=C4)=C3C(C=CC=C3)=CC=2)C2C=CC=CC=2)=CC=1.[Cl:47][C:48]1[N:53]2[CH:54]=[CH:55][N:56]=[C:52]2[C:51](I)=[CH:50][CH:49]=1.C([O-])([O-])=O.[Cs+].[Cs+].[CH:64]([N:67]1[CH2:72][CH2:71][N:70]([C:73]2[CH:78]=[CH:77][C:76]([NH2:79])=[CH:75][CH:74]=2)[CH2:69][CH2:68]1)([CH3:66])[CH3:65], predict the reaction product. The product is: [Cl:47][C:48]1[N:53]2[CH:54]=[CH:55][N:56]=[C:52]2[C:51]([NH:79][C:76]2[CH:75]=[CH:74][C:73]([N:70]3[CH2:69][CH2:68][N:67]([CH:64]([CH3:66])[CH3:65])[CH2:72][CH2:71]3)=[CH:78][CH:77]=2)=[CH:50][CH:49]=1. (2) Given the reactants [CH:1]1([CH2:7][O:8][C:9]2[C:13]([C:14]([NH2:16])=[O:15])=[C:12](SC)[S:11][N:10]=2)[CH2:6][CH2:5][CH2:4][CH2:3][CH2:2]1.[NH:19]1[C:23]2[CH:24]=[CH:25][CH:26]=[CH:27][C:22]=2[N:21]=[C:20]1[NH2:28].[C:29](=O)([O-:31])[O-:30].[Cs+].[Cs+], predict the reaction product. The product is: [CH:29]([OH:31])=[O:30].[NH:19]1[C:23]2[CH:24]=[CH:25][CH:26]=[CH:27][C:22]=2[N:21]=[C:20]1[NH:28][C:12]1[S:11][N:10]=[C:9]([O:8][CH2:7][CH:1]2[CH2:6][CH2:5][CH2:4][CH2:3][CH2:2]2)[C:13]=1[C:14]([NH2:16])=[O:15].